This data is from Forward reaction prediction with 1.9M reactions from USPTO patents (1976-2016). The task is: Predict the product of the given reaction. (1) Given the reactants [NH2:1][C:2]1[N:7]=[C:6]([S:8]([NH:11][C:12](=[O:21])[C:13]2[CH:18]=[CH:17][C:16]([Cl:19])=[N:15][C:14]=2Cl)(=[O:10])=[O:9])[CH:5]=[CH:4][CH:3]=1.[F:22][C:23]1[CH:24]=[C:25](B2OC(C)(C)C(C)(C)O2)[CH:26]=[C:27]([O:29][CH2:30][CH:31]([CH3:33])[CH3:32])[CH:28]=1.C(=O)([O-])[O-].[Na+].[Na+], predict the reaction product. The product is: [NH2:1][C:2]1[N:7]=[C:6]([S:8]([NH:11][C:12](=[O:21])[C:13]2[CH:18]=[CH:17][C:16]([Cl:19])=[N:15][C:14]=2[C:25]2[CH:26]=[C:27]([O:29][CH2:30][CH:31]([CH3:32])[CH3:33])[CH:28]=[C:23]([F:22])[CH:24]=2)(=[O:10])=[O:9])[CH:5]=[CH:4][CH:3]=1. (2) Given the reactants [CH2:1]([O:3][C:4](=[O:26])[CH2:5][C:6]1[CH:7]=[C:8]([C:14]2[CH:19]=[CH:18][C:17]([C:20]([F:23])([F:22])[F:21])=[CH:16][C:15]=2[CH2:24]Br)[C:9]([O:12][CH3:13])=[CH:10][CH:11]=1)[CH3:2].[C:27]1([SH:33])[CH:32]=[CH:31][CH:30]=[CH:29][CH:28]=1.[H-].[Na+], predict the reaction product. The product is: [CH2:1]([O:3][C:4](=[O:26])[CH2:5][C:6]1[CH:7]=[C:8]([C:14]2[CH:19]=[CH:18][C:17]([C:20]([F:23])([F:22])[F:21])=[CH:16][C:15]=2[CH2:24][S:33][C:27]2[CH:32]=[CH:31][CH:30]=[CH:29][CH:28]=2)[C:9]([O:12][CH3:13])=[CH:10][CH:11]=1)[CH3:2]. (3) Given the reactants [NH2:1][CH2:2][C:3]1[CH:25]=[CH:24][C:6]([C:7]([NH:9][C:10]2[CH:15]=[CH:14][C:13]([CH2:16][N:17]([CH2:21][CH2:22][CH3:23])[CH2:18][CH2:19][CH3:20])=[CH:12][CH:11]=2)=[O:8])=[CH:5][CH:4]=1.[CH3:26][N:27]1[CH:31]=[CH:30][N:29]=[C:28]1[CH:32]=O.C(OC)(OC)OC.[BH4-].[Na+], predict the reaction product. The product is: [CH2:18]([N:17]([CH2:16][C:13]1[CH:14]=[CH:15][C:10]([NH:9][C:7](=[O:8])[C:6]2[CH:5]=[CH:4][C:3]([CH2:2][NH:1][CH2:32][C:28]3[N:27]([CH3:26])[CH:31]=[CH:30][N:29]=3)=[CH:25][CH:24]=2)=[CH:11][CH:12]=1)[CH2:21][CH2:22][CH3:23])[CH2:19][CH3:20]. (4) The product is: [CH2:20]([O:24][CH2:25][CH2:26][O:27][C:28]1[CH:29]=[CH:30][C:31]([C:2]2[CH:3]=[C:4]3[C:9](=[C:10](/[CH:12]=[CH:13]/[C:14]([O:16][CH2:17][CH3:18])=[O:15])[CH:11]=2)[N:8]([CH3:19])[CH2:7][CH2:6][CH2:5]3)=[CH:32][CH:33]=1)[CH2:21][CH2:22][CH3:23]. Given the reactants Br[C:2]1[CH:3]=[C:4]2[C:9](=[C:10](/[CH:12]=[CH:13]/[C:14]([O:16][CH2:17][CH3:18])=[O:15])[CH:11]=1)[N:8]([CH3:19])[CH2:7][CH2:6][CH2:5]2.[CH2:20]([O:24][CH2:25][CH2:26][O:27][C:28]1[CH:33]=[CH:32][C:31](OB(O)O)=[CH:30][CH:29]=1)[CH2:21][CH2:22][CH3:23].C(=O)([O-])[O-].[K+].[K+], predict the reaction product. (5) The product is: [CH3:45][C:14]([CH3:44])([CH3:13])[CH2:15][N:16]1[C:21](=[O:22])[C:20]([CH2:23][C:24]2[CH:25]=[CH:26][C:27]([C:30]3[CH:35]=[CH:34][CH:33]=[CH:32][C:31]=3[C:36]3[NH:3][C:4](=[O:7])[O:5][N:37]=3)=[CH:28][CH:29]=2)=[C:19]([CH2:38][CH2:39][CH3:40])[N:18]2[N:41]=[CH:42][N:43]=[C:17]12. Given the reactants [Cl-].O[NH3+:3].[C:4](=[O:7])([O-])[OH:5].[Na+].CS(C)=O.[CH3:13][C:14]([CH3:45])([CH3:44])[CH2:15][N:16]1[C:21](=[O:22])[C:20]([CH2:23][C:24]2[CH:29]=[CH:28][C:27]([C:30]3[C:31]([C:36]#[N:37])=[CH:32][CH:33]=[CH:34][CH:35]=3)=[CH:26][CH:25]=2)=[C:19]([CH2:38][CH2:39][CH3:40])[N:18]2[N:41]=[CH:42][N:43]=[C:17]12, predict the reaction product. (6) Given the reactants [Cl:1][C:2]1[C:7]([F:8])=[CH:6][C:5]([OH:9])=[C:4](I)[CH:3]=1.CC1(C)C(C)(C)OB([C:19]2[CH:20]=[N:21][N:22]([C:24]([O:26][C:27]([CH3:30])([CH3:29])[CH3:28])=[O:25])[CH:23]=2)O1, predict the reaction product. The product is: [Cl:1][C:2]1[C:7]([F:8])=[CH:6][C:5]([OH:9])=[C:4]([C:19]2[CH:20]=[N:21][N:22]([C:24]([O:26][C:27]([CH3:30])([CH3:29])[CH3:28])=[O:25])[CH:23]=2)[CH:3]=1.